This data is from Reaction yield outcomes from USPTO patents with 853,638 reactions. The task is: Predict the reaction yield, written as a fraction of the theoretical maximum amount of product (1.0 means a 100% yield; for example, 0.34 means a 34% yield). The reactants are [CH2:1]([N:8]1[C:17](=[O:18])[C:16]2[C:11](=[CH:12][CH:13]=[C:14]([C:19]([O:21]C)=[O:20])[CH:15]=2)[NH:10][C:9]1=[O:23])[C:2]1[CH:7]=[CH:6][CH:5]=[CH:4][CH:3]=1.O1CCOCC1.O.Cl. The catalyst is CS(C)=O. The product is [CH2:1]([N:8]1[C:17](=[O:18])[C:16]2[C:11](=[CH:12][CH:13]=[C:14]([C:19]([OH:21])=[O:20])[CH:15]=2)[NH:10][C:9]1=[O:23])[C:2]1[CH:3]=[CH:4][CH:5]=[CH:6][CH:7]=1. The yield is 0.960.